This data is from Full USPTO retrosynthesis dataset with 1.9M reactions from patents (1976-2016). The task is: Predict the reactants needed to synthesize the given product. (1) Given the product [CH2:1]([O:5]/[N:6]=[N+:7](/[N:9]1[CH2:13][CH2:12][CH2:11][C@H:10]1[C:14]([OH:17])=[O:15])\[O-:8])[CH2:2][CH2:3][CH3:4], predict the reactants needed to synthesize it. The reactants are: [CH2:1]([O:5]/[N:6]=[N+:7](/[N:9]1[CH2:13][CH2:12][CH2:11][C@H:10]1[CH2:14][OH:15])\[O-:8])[CH2:2][CH2:3][CH3:4].I([O-])(=O)(=O)=[O:17].[Na+]. (2) The reactants are: [C:1]([O:5][C:6]([NH:8][C:9]1[CH:10]=[C:11]([CH:16]=[CH:17][CH:18]=1)[C:12]([O:14][CH3:15])=[O:13])=[O:7])([CH3:4])([CH3:3])[CH3:2].[H-].[Na+].[CH2:21](Br)[C:22]1[CH:27]=[CH:26][CH:25]=[CH:24][CH:23]=1.O. Given the product [CH2:21]([N:8]([C:6]([O:5][C:1]([CH3:4])([CH3:2])[CH3:3])=[O:7])[C:9]1[CH:10]=[C:11]([CH:16]=[CH:17][CH:18]=1)[C:12]([O:14][CH3:15])=[O:13])[C:22]1[CH:27]=[CH:26][CH:25]=[CH:24][CH:23]=1, predict the reactants needed to synthesize it. (3) The reactants are: ClC1C=C(C=CC=1)C(OO)=[O:6].[CH2:12]([C:16]1[N:17]([CH2:29][CH2:30][O:31][CH2:32][CH2:33][S:34]([CH3:37])(=[O:36])=[O:35])[C:18]2[C:27]3[CH:26]=[CH:25][CH:24]=[CH:23][C:22]=3[N:21]=[CH:20][C:19]=2[N:28]=1)[CH2:13][CH2:14][CH3:15]. Given the product [CH2:12]([C:16]1[N:17]([CH2:29][CH2:30][O:31][CH2:32][CH2:33][S:34]([CH3:37])(=[O:36])=[O:35])[C:18]2[C:27]3[CH:26]=[CH:25][CH:24]=[CH:23][C:22]=3[N+:21]([O-:6])=[CH:20][C:19]=2[N:28]=1)[CH2:13][CH2:14][CH3:15], predict the reactants needed to synthesize it. (4) Given the product [Br:1][C:2]1[CH:11]=[CH:10][C:9]2[N:8]=[C:7]([NH:35][C:34]3[CH:33]=[CH:32][C:31]([N:28]4[CH2:29][CH2:30][O:25][CH2:26][CH2:27]4)=[CH:37][CH:36]=3)[C:6]3=[N:13][NH:14][CH:15]=[C:5]3[C:4]=2[CH:3]=1, predict the reactants needed to synthesize it. The reactants are: [Br:1][C:2]1[CH:11]=[CH:10][C:9]2[N:8]=[C:7](Cl)[C:6]3=[N:13][N:14](CC4C=CC(OC)=CC=4)[CH:15]=[C:5]3[C:4]=2[CH:3]=1.[O:25]1[CH2:30][CH2:29][N:28]([C:31]2[CH:37]=[CH:36][C:34]([NH2:35])=[CH:33][CH:32]=2)[CH2:27][CH2:26]1.Cl. (5) Given the product [O:1]=[C:2]1[NH:11][CH2:10][C:9]2[C:4](=[CH:5][C:6]([CH:12]3[CH2:17][CH2:16][N:15]([C:18]([O:20][C:21]([CH3:24])([CH3:23])[CH3:22])=[O:19])[CH2:14][CH2:13]3)=[CH:7][CH:8]=2)[NH:3]1, predict the reactants needed to synthesize it. The reactants are: [O:1]=[C:2]1[NH:11][CH2:10][C:9]2[C:4](=[CH:5][C:6]([C:12]3[CH2:17][CH2:16][N:15]([C:18]([O:20][C:21]([CH3:24])([CH3:23])[CH3:22])=[O:19])[CH2:14][CH:13]=3)=[CH:7][CH:8]=2)[NH:3]1. (6) The reactants are: [CH:1]([C:3]1[CH:16]=[CH:15][C:6]([CH:7]=[C:8]2[S:12][C:11](=[O:13])[NH:10][C:9]2=[O:14])=[CH:5][CH:4]=1)=O.[F:17][C:18]1[C:23]([F:24])=[CH:22][C:21]([NH2:25])=[C:20]([NH2:26])[CH:19]=1. Given the product [F:17][C:18]1[C:23]([F:24])=[CH:22][C:21]2[N:25]=[C:1]([C:3]3[CH:16]=[CH:15][C:6]([CH:7]=[C:8]4[S:12][C:11](=[O:13])[NH:10][C:9]4=[O:14])=[CH:5][CH:4]=3)[NH:26][C:20]=2[CH:19]=1, predict the reactants needed to synthesize it. (7) Given the product [C:1]1([C:32]2[CH:33]=[CH:34][CH:35]=[CH:36][CH:37]=2)[CH:2]=[CH:3][C:4]([CH2:7][N:8]2[C:9]3([CH2:10][CH2:11][CH2:12][CH2:13]3)[C:44]([OH:46])=[C:45]([C:18]([NH:8][CH2:7][C:38]([OH:39])=[O:41])=[O:31])[C:18]2=[O:31])=[CH:5][CH:6]=1, predict the reactants needed to synthesize it. The reactants are: [C:1]1([C:32]2[CH:37]=[CH:36][CH:35]=[CH:34][CH:33]=2)[CH:6]=[CH:5][C:4]([CH2:7][N:8]([C:18](=[O:31])CC(NCC(OC(C)(C)C)=O)=O)[C:9]2(C(OC)=O)[CH2:13][CH2:12][CH2:11][CH2:10]2)=[CH:3][CH:2]=1.[C:38](=[O:41])([O-])[O-:39].[Cs+].[Cs+].[CH2:44]([OH:46])[CH3:45].